From a dataset of Reaction yield outcomes from USPTO patents with 853,638 reactions. Predict the reaction yield, written as a fraction of the theoretical maximum amount of product (1.0 means a 100% yield; for example, 0.34 means a 34% yield). (1) The reactants are OC1C=CC([CH2:8][C:9]#[N:10])=CC=1.[CH2:11]=[O:12].[OH2:13].[C:14]1([CH3:24])[CH:19]=[CH:18][C:17](S(O)(=O)=O)=[CH:16][CH:15]=1. The catalyst is C1(C)C=CC=CC=1. The product is [O:12]1[C:15]2[CH:16]=[CH:17][C:18]([CH2:8][C:9]#[N:10])=[CH:19][C:14]=2[CH2:24][O:13][CH2:11]1. The yield is 0.320. (2) The reactants are Br[C:2]1[CH:7]=[CH:6][CH:5]=[CH:4][N:3]=1.[CH2:8]([N:12]1[N:16]=[C:15]2[CH:17]=[CH:18][C:19]([F:21])=[CH:20][C:14]2=[N:13]1)[CH2:9][C:10]#[CH:11]. No catalyst specified. The product is [F:21][C:19]1[CH:18]=[CH:17][C:15]2=[N:16][N:12]([CH2:8][CH2:9][C:10]#[C:11][C:2]3[CH:7]=[CH:6][CH:5]=[CH:4][N:3]=3)[N:13]=[C:14]2[CH:20]=1. The yield is 0.210.